Dataset: Full USPTO retrosynthesis dataset with 1.9M reactions from patents (1976-2016). Task: Predict the reactants needed to synthesize the given product. (1) Given the product [CH2:1]([CH2:8][NH:9][CH:13]1[CH2:14][CH2:15][O:10][CH2:11][CH2:12]1)[C:2]1[CH:7]=[CH:6][CH:5]=[CH:4][CH:3]=1, predict the reactants needed to synthesize it. The reactants are: [CH2:1]([CH2:8][NH2:9])[C:2]1[CH:7]=[CH:6][CH:5]=[CH:4][CH:3]=1.[O:10]1[CH2:15][CH2:14][C:13](=O)[CH2:12][CH2:11]1. (2) Given the product [CH3:30][C:20]1[CH:25]=[CH:24][C:23]([S:26]([O:19][CH2:18][CH:15]2[CH2:14][C:13]3[CH:12]=[CH:11][CH:10]=[C:9]([C:3]4[C:4]([F:8])=[CH:5][CH:6]=[CH:7][C:2]=4[F:1])[C:17]=3[O:16]2)(=[O:28])=[O:27])=[CH:22][CH:21]=1, predict the reactants needed to synthesize it. The reactants are: [F:1][C:2]1[CH:7]=[CH:6][CH:5]=[C:4]([F:8])[C:3]=1[C:9]1[C:17]2[O:16][CH:15]([CH2:18][OH:19])[CH2:14][C:13]=2[CH:12]=[CH:11][CH:10]=1.[C:20]1([CH3:30])[CH:25]=[CH:24][C:23]([S:26](Cl)(=[O:28])=[O:27])=[CH:22][CH:21]=1.CC1C=CC(S(OCC2CC3C(C(F)(F)F)=CC=C(Cl)C=3O2)(=O)=O)=CC=1. (3) The reactants are: [CH3:1][S:2][CH2:3][C:4]1[CH:5]=[CH:6][CH:7]=[C:8]2[C:12]=1[NH:11][CH:10]=[CH:9]2.[CH:13]1([CH:16]([C:18]2[CH:28]=[CH:27][C:21]3[O:22][C:23]([F:26])([F:25])[O:24][C:20]=3[CH:19]=2)O)[CH2:15][CH2:14]1.ClC1C=CC(C(C2CC2)C2C3C(=C(CSC)C=CC=3)NC=2)=CC=1. Given the product [CH:13]1([CH:16]([C:18]2[CH:28]=[CH:27][C:21]3[O:22][C:23]([F:25])([F:26])[O:24][C:20]=3[CH:19]=2)[C:9]2[C:8]3[C:12](=[C:4]([CH2:3][S:2][CH3:1])[CH:5]=[CH:6][CH:7]=3)[NH:11][CH:10]=2)[CH2:14][CH2:15]1, predict the reactants needed to synthesize it. (4) Given the product [Cl:1][C:2]1[CH:29]=[CH:28][C:5]([CH2:6][N:7]2[C:12](=[O:13])[C:11]([CH2:14][OH:15])=[N:10][N:9]([C:17]3[CH:18]=[C:19]([NH:23][C:24](=[O:26])[CH3:25])[CH:20]=[CH:21][CH:22]=3)[C:8]2=[O:27])=[CH:4][CH:3]=1, predict the reactants needed to synthesize it. The reactants are: [Cl:1][C:2]1[CH:29]=[CH:28][C:5]([CH2:6][N:7]2[C:12](=[O:13])[C:11]([C:14](O)=[O:15])=[N:10][N:9]([C:17]3[CH:22]=[CH:21][CH:20]=[C:19]([NH:23][C:24](=[O:26])[CH3:25])[CH:18]=3)[C:8]2=[O:27])=[CH:4][CH:3]=1.C(N(C(C)C)CC)(C)C.ClC(OCC)=O.[BH4-].[Na+]. (5) The reactants are: [CH3:1][Mg]Br.[CH3:4][C:5]1[CH:10]=[C:9]([CH3:11])[CH:8]=[CH:7][C:6]=1[CH:12]([C:34]1[CH:39]=[CH:38][CH:37]=[CH:36][CH:35]=1)[NH:13][C:14](=[O:33])[CH2:15][C:16]1[CH:17]=[CH:18][C:19]2[O:23][C:22]([C:24](=[O:31])[C:25]3[CH:30]=[CH:29][N:28]=[CH:27][CH:26]=3)=[CH:21][C:20]=2[CH:32]=1. Given the product [CH3:4][C:5]1[CH:10]=[C:9]([CH3:11])[CH:8]=[CH:7][C:6]=1[CH:12]([C:34]1[CH:35]=[CH:36][CH:37]=[CH:38][CH:39]=1)[NH:13][C:14](=[O:33])[CH2:15][C:16]1[CH:17]=[CH:18][C:19]2[O:23][C:22]([C:24]([OH:31])([C:25]3[CH:30]=[CH:29][N:28]=[CH:27][CH:26]=3)[CH3:1])=[CH:21][C:20]=2[CH:32]=1, predict the reactants needed to synthesize it. (6) Given the product [F:13][C:14]([F:27])([F:26])[S:15]([O:4][CH2:3][CH:2]([F:5])[F:1])(=[O:17])=[O:16], predict the reactants needed to synthesize it. The reactants are: [F:1][CH:2]([F:5])[CH2:3][OH:4].C(N(CC)CC)C.[F:13][C:14]([F:27])([F:26])[S:15](O[S:15]([C:14]([F:27])([F:26])[F:13])(=[O:17])=[O:16])(=[O:17])=[O:16].